Dataset: Full USPTO retrosynthesis dataset with 1.9M reactions from patents (1976-2016). Task: Predict the reactants needed to synthesize the given product. (1) Given the product [C:16]([C:7]1[C:6]([N:18]2[CH2:23][CH2:22][N:21]([C:35](=[O:42])[CH2:36][CH2:37][C:38]([O:40][CH3:41])=[O:39])[C@H:20]([CH:24]([CH3:26])[CH3:25])[CH2:19]2)=[N:5][C:4]([CH:1]2[CH2:2][CH2:3]2)=[C:9]2[CH2:10][O:11][C:12]([CH3:14])([CH3:15])[CH2:13][C:8]=12)#[N:17], predict the reactants needed to synthesize it. The reactants are: [CH:1]1([C:4]2[C:9]3[CH2:10][O:11][C:12]([CH3:15])([CH3:14])[CH2:13][C:8]=3[C:7]([C:16]#[N:17])=[C:6]([N:18]3[CH2:23][CH2:22][NH:21][C@H:20]([CH:24]([CH3:26])[CH3:25])[CH2:19]3)[N:5]=2)[CH2:3][CH2:2]1.C(N(CC)CC)C.Cl[C:35](=[O:42])[CH2:36][CH2:37][C:38]([O:40][CH3:41])=[O:39]. (2) Given the product [N:1]1[CH:6]=[CH:5][CH:4]=[CH:3][C:2]=1[CH2:7][CH2:8][NH:9][C:28]([C:25]1[N:26]=[N:27][C:22]([N:19]2[CH2:18][CH2:17][N:16]([C:14](=[O:15])[C:13]3[CH:31]=[CH:32][CH:33]=[CH:34][C:12]=3[C:11]([F:36])([F:35])[F:10])[CH2:21][CH2:20]2)=[CH:23][CH:24]=1)=[O:29], predict the reactants needed to synthesize it. The reactants are: [N:1]1[CH:6]=[CH:5][CH:4]=[CH:3][C:2]=1[CH2:7][CH2:8][NH2:9].[F:10][C:11]([F:36])([F:35])[C:12]1[CH:34]=[CH:33][CH:32]=[CH:31][C:13]=1[C:14]([N:16]1[CH2:21][CH2:20][N:19]([C:22]2[N:27]=[N:26][C:25]([C:28](Cl)=[O:29])=[CH:24][CH:23]=2)[CH2:18][CH2:17]1)=[O:15]. (3) The reactants are: C([O:5][C:6](=[O:27])[C:7]([S:10][C:11]1[S:12][CH:13]=[C:14]([CH2:16][CH2:17][NH:18][C:19]2[N:24]=[CH:23][C:22]([CH2:25][CH3:26])=[CH:21][N:20]=2)[N:15]=1)([CH3:9])[CH3:8])(C)(C)C.I[CH2:29][CH2:30][CH2:31][CH2:32][CH2:33][CH2:34][CH2:35][CH2:36][CH3:37].[BrH:38].C(O)(=O)C. Given the product [BrH:38].[CH2:25]([C:22]1[CH:23]=[N:24][C:19]([N:18]([CH2:29][CH2:30][CH2:31][CH2:32][CH2:33][CH2:34][CH2:35][CH2:36][CH3:37])[CH2:17][CH2:16][C:14]2[N:15]=[C:11]([S:10][C:7]([CH3:8])([CH3:9])[C:6]([OH:5])=[O:27])[S:12][CH:13]=2)=[N:20][CH:21]=1)[CH3:26], predict the reactants needed to synthesize it. (4) Given the product [Cl:9][C:4]1[N:5]=[CH:6][C:7]2[O:8][CH2:11][C:12](=[O:13])[NH:1][C:2]=2[N:3]=1, predict the reactants needed to synthesize it. The reactants are: [NH2:1][C:2]1[C:7]([OH:8])=[CH:6][N:5]=[C:4]([Cl:9])[N:3]=1.Cl[CH2:11][C:12](Cl)=[O:13]. (5) Given the product [OH:3][C@@H:4]([C:30]1[S:31][CH:32]=[C:33]([C:35]([OH:37])=[O:36])[N:34]=1)[CH2:5][C@@H:6]([N:10]([CH2:27][CH2:28][CH3:29])[C:11](=[O:26])[C@@H:12]([NH:16][C:17]([C@H:19]1[CH2:24][CH2:23][CH2:22][CH2:21][N:20]1[CH3:25])=[O:18])[CH:13]([CH3:14])[CH3:15])[CH:7]([CH3:9])[CH3:8], predict the reactants needed to synthesize it. The reactants are: [Li+].[OH-].[OH:3][C@@H:4]([C:30]1[S:31][CH:32]=[C:33]([C:35]([O:37]C)=[O:36])[N:34]=1)[CH2:5][C@@H:6]([N:10]([CH2:27][CH2:28][CH3:29])[C:11](=[O:26])[C@@H:12]([NH:16][C:17]([C@H:19]1[CH2:24][CH2:23][CH2:22][CH2:21][N:20]1[CH3:25])=[O:18])[CH:13]([CH3:15])[CH3:14])[CH:7]([CH3:9])[CH3:8]. (6) The reactants are: [CH:1]1[CH:2]=[N:3][C:4]2[C:9]([N:10]=1)=[CH:8][C:7]1[CH:11]3[CH2:16][NH:15][CH2:14][CH:13]([C:6]=1[CH:5]=2)[CH2:12]3.C(O)(C(O)=O)C(O)C(O)=O.O=C1O[C@H]([C@H](CO)O)C(O)=C1O.ClC(Cl)(F)F.C(Cl)(F)(F)C(Cl)(F)F. Given the product [CH:2]1[CH:1]=[N:10][C:9]2[C:4]([N:3]=1)=[CH:5][C:6]1[CH:13]3[CH2:14][NH:15][CH2:16][CH:11]([C:7]=1[CH:8]=2)[CH2:12]3, predict the reactants needed to synthesize it.